From a dataset of Forward reaction prediction with 1.9M reactions from USPTO patents (1976-2016). Predict the product of the given reaction. Given the reactants [Cl:1][C:2]1[CH:3]=[C:4]([C:8]2[O:12][N:11]=[CH:10][C:9]=2[CH2:13][CH2:14][C:15](OC)=[O:16])[CH:5]=[CH:6][CH:7]=1.[H-].C([Al+]CC(C)C)C(C)C.Cl, predict the reaction product. The product is: [Cl:1][C:2]1[CH:3]=[C:4]([C:8]2[O:12][N:11]=[CH:10][C:9]=2[CH2:13][CH2:14][CH2:15][OH:16])[CH:5]=[CH:6][CH:7]=1.